From a dataset of Catalyst prediction with 721,799 reactions and 888 catalyst types from USPTO. Predict which catalyst facilitates the given reaction. (1) Reactant: CS(O)(=O)=O.[NH2:6][CH2:7][C:8]1[CH:9]=[C:10]2[C:14](=[CH:15][CH:16]=1)[C:13](=[O:17])[N:12]([CH:18]1[CH2:23][CH2:22][C:21](=[O:24])[NH:20][C:19]1=[O:25])[CH2:11]2.[C:26]([C:30]1[CH:38]=[CH:37][C:33]([C:34](Cl)=[O:35])=[CH:32][CH:31]=1)([CH3:29])([CH3:28])[CH3:27].Cl. Product: [C:26]([C:30]1[CH:31]=[CH:32][C:33]([C:34]([NH:6][CH2:7][C:8]2[CH:9]=[C:10]3[C:14](=[CH:15][CH:16]=2)[C:13](=[O:17])[N:12]([CH:18]2[CH2:23][CH2:22][C:21](=[O:24])[NH:20][C:19]2=[O:25])[CH2:11]3)=[O:35])=[CH:37][CH:38]=1)([CH3:29])([CH3:27])[CH3:28]. The catalyst class is: 10. (2) The catalyst class is: 1. Product: [Cl:1][C:2]1[N:7]=[C:6]([CH2:23][C:22]2[CH:25]=[CH:26][C:19]([Cl:18])=[CH:20][CH:21]=2)[CH:5]=[C:4]([C:9]([CH3:16])([O:11][Si:12]([CH3:15])([CH3:14])[CH3:13])[CH3:10])[N:3]=1. Reactant: [Cl:1][C:2]1[N:7]=[C:6](Cl)[CH:5]=[C:4]([C:9]([CH3:16])([O:11][Si:12]([CH3:15])([CH3:14])[CH3:13])[CH3:10])[N:3]=1.[Cl-].[Cl:18][C:19]1[CH:26]=[CH:25][C:22]([CH2:23][Zn+])=[CH:21][CH:20]=1.[Cl-].[NH4+]. (3) Reactant: C(OC([N:8]1[CH2:13][CH2:12][CH:11]([N:14]2[CH2:18][CH2:17][N:16]([CH2:19][CH2:20][CH2:21][N:22]3[CH2:27][CH2:26][CH2:25][CH2:24][CH2:23]3)[C:15]2=[C:28]([C:31]#[N:32])[C:29]#[N:30])[CH2:10][CH2:9]1)=O)(C)(C)C.[ClH:33].O1CCOCC1.C(OCC)C. Product: [ClH:33].[ClH:33].[NH:8]1[CH2:13][CH2:12][CH:11]([N:14]2[CH2:18][CH2:17][N:16]([CH2:19][CH2:20][CH2:21][N:22]3[CH2:27][CH2:26][CH2:25][CH2:24][CH2:23]3)[C:15]2=[C:28]([C:29]#[N:30])[C:31]#[N:32])[CH2:10][CH2:9]1. The catalyst class is: 12. (4) Reactant: C[Sn](C)(C)[C:3]1[CH:8]=[CH:7][C:6]([C:9]#[N:10])=[CH:5][N:4]=1.Br[C:14]1[O:18][C:17]([C:19]2[CH:20]=[C:21]([CH:24]=[CH:25][CH:26]=2)[C:22]#[N:23])=[CH:16][CH:15]=1. Product: [C:9]([C:6]1[CH:7]=[CH:8][C:3]([C:14]2[O:18][C:17]([C:19]3[CH:20]=[C:21]([CH:24]=[CH:25][CH:26]=3)[C:22]#[N:23])=[CH:16][CH:15]=2)=[N:4][CH:5]=1)#[N:10]. The catalyst class is: 109. (5) Reactant: Cl.[Cl:2][C:3]1[CH:4]=[C:5]2[C:10](=[CH:11][CH:12]=1)[CH:9]=[C:8]([S:13]([N:16]1[CH2:21][CH2:20][N:19]([C:22]([C:24]3[S:25][C:26]4[CH2:27][NH:28][CH:29]([CH3:33])[CH2:30][C:31]=4[N:32]=3)=[O:23])[CH2:18][CH2:17]1)(=[O:15])=[O:14])[CH:7]=[CH:6]2.[OH-:34].[Na+].OO. Product: [Cl:2][C:3]1[CH:4]=[C:5]2[C:10](=[CH:11][CH:12]=1)[CH:9]=[C:8]([S:13]([N:16]1[CH2:17][CH2:18][N:19]([C:22]([C:24]3[S:25][C:26]4[CH2:27][NH:28][CH:29]([CH3:33])[CH2:30][C:31]=4[N+:32]=3[O-:34])=[O:23])[CH2:20][CH2:21]1)(=[O:14])=[O:15])[CH:7]=[CH:6]2. The catalyst class is: 21. (6) Reactant: [C:1]([C:3]1[CH:11]=[CH:10][C:9]2[NH:8][C:7]3[CH:12]([CH2:15][C:16]([O:18][CH3:19])=[O:17])[CH2:13][CH2:14][C:6]=3[C:5]=2[CH:4]=1)#[N:2].[NH2:20][OH:21]. Product: [OH:21][NH:20][C:1]([C:3]1[CH:11]=[CH:10][C:9]2[NH:8][C:7]3[CH:12]([CH2:15][C:16]([O:18][CH3:19])=[O:17])[CH2:13][CH2:14][C:6]=3[C:5]=2[CH:4]=1)=[NH:2]. The catalyst class is: 8. (7) Reactant: [CH:1]1([CH2:4][C:5]2[S:6][C:7]3[N:8]=[CH:9][N:10]=[C:11](O)[C:12]=3[N:13]=2)[CH2:3][CH2:2]1.P(Cl)(Cl)([Cl:17])=O. Product: [Cl:17][C:11]1[C:12]2[N:13]=[C:5]([CH2:4][CH:1]3[CH2:3][CH2:2]3)[S:6][C:7]=2[N:8]=[CH:9][N:10]=1. The catalyst class is: 11. (8) The catalyst class is: 14. Product: [CH3:16][C:17]1[CH:18]=[C:19]([CH3:20])[N:15]([C:2]2[N:7]=[C:6]([C:8]3[O:9][CH:10]=[CH:11][CH:12]=3)[N:5]=[C:4]([NH2:13])[CH:3]=2)[N:14]=1. Reactant: Cl[C:2]1[N:7]=[C:6]([C:8]2[O:9][CH:10]=[CH:11][CH:12]=2)[N:5]=[C:4]([NH2:13])[CH:3]=1.[NH2:14][NH2:15].[CH3:16][C:17](=O)[CH2:18][C:19](=O)[CH3:20].